Dataset: NCI-60 drug combinations with 297,098 pairs across 59 cell lines. Task: Regression. Given two drug SMILES strings and cell line genomic features, predict the synergy score measuring deviation from expected non-interaction effect. (1) Drug 1: CC1=C(C(CCC1)(C)C)C=CC(=CC=CC(=CC(=O)O)C)C. Drug 2: CCC1(C2=C(COC1=O)C(=O)N3CC4=CC5=C(C=CC(=C5CN(C)C)O)N=C4C3=C2)O.Cl. Cell line: HOP-62. Synergy scores: CSS=36.8, Synergy_ZIP=1.83, Synergy_Bliss=5.31, Synergy_Loewe=-48.5, Synergy_HSA=0.839. (2) Drug 1: CCC1(CC2CC(C3=C(CCN(C2)C1)C4=CC=CC=C4N3)(C5=C(C=C6C(=C5)C78CCN9C7C(C=CC9)(C(C(C8N6C=O)(C(=O)OC)O)OC(=O)C)CC)OC)C(=O)OC)O.OS(=O)(=O)O. Drug 2: CC1CCC2CC(C(=CC=CC=CC(CC(C(=O)C(C(C(=CC(C(=O)CC(OC(=O)C3CCCCN3C(=O)C(=O)C1(O2)O)C(C)CC4CCC(C(C4)OC)OCCO)C)C)O)OC)C)C)C)OC. Cell line: CAKI-1. Synergy scores: CSS=11.4, Synergy_ZIP=-0.968, Synergy_Bliss=2.96, Synergy_Loewe=-0.782, Synergy_HSA=3.25. (3) Drug 1: CC1=C(C(CCC1)(C)C)C=CC(=CC=CC(=CC(=O)O)C)C. Drug 2: CC1=C2C(C(=O)C3(C(CC4C(C3C(C(C2(C)C)(CC1OC(=O)C(C(C5=CC=CC=C5)NC(=O)C6=CC=CC=C6)O)O)OC(=O)C7=CC=CC=C7)(CO4)OC(=O)C)O)C)OC(=O)C. Cell line: HL-60(TB). Synergy scores: CSS=57.5, Synergy_ZIP=1.19, Synergy_Bliss=0.729, Synergy_Loewe=-1.09, Synergy_HSA=1.82. (4) Drug 1: CC1=C(C=C(C=C1)NC2=NC=CC(=N2)N(C)C3=CC4=NN(C(=C4C=C3)C)C)S(=O)(=O)N.Cl. Drug 2: CCN(CC)CCNC(=O)C1=C(NC(=C1C)C=C2C3=C(C=CC(=C3)F)NC2=O)C. Cell line: 786-0. Synergy scores: CSS=-5.83, Synergy_ZIP=1.11, Synergy_Bliss=-1.04, Synergy_Loewe=-4.92, Synergy_HSA=-4.37.